This data is from Reaction yield outcomes from USPTO patents with 853,638 reactions. The task is: Predict the reaction yield, written as a fraction of the theoretical maximum amount of product (1.0 means a 100% yield; for example, 0.34 means a 34% yield). (1) The reactants are [CH2:1]([O:3][C:4]([CH:6]1[CH2:11][CH2:10][CH:9]([OH:12])[CH2:8][CH2:7]1)=[O:5])[CH3:2].N1C=CN=C1.[C:18]([Si:22]([CH3:25])([CH3:24])Cl)([CH3:21])([CH3:20])[CH3:19]. The catalyst is C1COCC1.CN(C1C=CN=CC=1)C.C(OCC)(=O)C.[Cl-].[NH4+]. The product is [CH2:1]([O:3][C:4]([CH:6]1[CH2:11][CH2:10][CH:9]([O:12][Si:22]([C:18]([CH3:21])([CH3:20])[CH3:19])([CH3:25])[CH3:24])[CH2:8][CH2:7]1)=[O:5])[CH3:2]. The yield is 0.770. (2) The reactants are [CH2:1]1[CH2:9][O:8][C:7]2[C:3](=[CH:4][S:5][CH:6]=2)[O:2]1.CN(C)[CH:12]=[O:13].P(Cl)(Cl)(Cl)=O.O. The catalyst is ClCCl. The product is [CH:12]([C:4]1[S:5][CH:6]=[C:7]2[O:8][CH2:9][CH2:1][O:2][C:3]=12)=[O:13]. The yield is 0.900. (3) The reactants are [Br:1][C:2]1[CH:3]=[C:4]2[C:11]3([C:15](=[O:16])[N:14]([CH3:17])[C:13](SC)=[N:12]3)[CH2:10][CH:9]([C:20]3[S:21][CH:22]=[CH:23][CH:24]=3)[O:8][C:5]2=[CH:6][CH:7]=1.[NH4+:25].[I-].N.CCO. No catalyst specified. The product is [NH2:25][C:13]1[N:14]([CH3:17])[C:15](=[O:16])[C:11]2([C:4]3[C:5](=[CH:6][CH:7]=[C:2]([Br:1])[CH:3]=3)[O:8][CH:9]([C:20]3[S:21][CH:22]=[CH:23][CH:24]=3)[CH2:10]2)[N:12]=1. The yield is 0.200. (4) The reactants are [CH3:1][O:2][C:3]1[CH:4]=[C:5]2[C:10](=[CH:11][CH:12]=1)[N:9]=[C:8]([C:13]1[CH:14]=[N:15][CH:16]=[CH:17][CH:18]=1)[NH:7][C:6]2=O.P(Br)(Br)[Br:21].[OH-].[NH4+]. The catalyst is ClCCl.CN(C=O)C. The product is [Br:21][C:6]1[C:5]2[C:10](=[CH:11][CH:12]=[C:3]([O:2][CH3:1])[CH:4]=2)[N:9]=[C:8]([C:13]2[CH:14]=[N:15][CH:16]=[CH:17][CH:18]=2)[N:7]=1. The yield is 0.920.